Regression/Classification. Given a drug SMILES string, predict its absorption, distribution, metabolism, or excretion properties. Task type varies by dataset: regression for continuous measurements (e.g., permeability, clearance, half-life) or binary classification for categorical outcomes (e.g., BBB penetration, CYP inhibition). Dataset: cyp2c9_veith. From a dataset of CYP2C9 inhibition data for predicting drug metabolism from PubChem BioAssay. (1) The drug is O=S(=O)(NCc1cccnc1)c1ccc(Cl)nc1. The result is 0 (non-inhibitor). (2) The molecule is O=C(CNS(=O)(=O)c1ccc(Br)cc1)N1CCOCC1. The result is 0 (non-inhibitor). (3) The drug is O=C(CSc1nnc(-c2ccccc2)n1-c1ccccc1)c1cccs1. The result is 1 (inhibitor). (4) The compound is CCCN1C2=NCCCN2c2ccccc21.Cl. The result is 0 (non-inhibitor). (5) The molecule is O=C(CN(C(=O)CSc1nc2ccccc2o1)c1cccc(F)c1)NC1CCCCC1. The result is 1 (inhibitor). (6) The compound is Cc1ccc(S(=O)(=O)NC(=O)c2cccn2C)cc1. The result is 1 (inhibitor). (7) The drug is CCC(=O)OCc1c(C(F)(F)F)nn(C)c1Sc1ccc(F)cc1. The result is 1 (inhibitor).